Dataset: Full USPTO retrosynthesis dataset with 1.9M reactions from patents (1976-2016). Task: Predict the reactants needed to synthesize the given product. (1) Given the product [C:15]([C:19]1[CH:24]=[CH:23][C:22]([NH:25][C:26]([N:12]2[CH2:11][CH2:10][N:9]([C:7](=[O:8])[C:1]3[CH:2]=[CH:3][CH:4]=[CH:5][CH:6]=3)[CH2:14][CH2:13]2)=[S:27])=[CH:21][CH:20]=1)([CH3:18])([CH3:16])[CH3:17], predict the reactants needed to synthesize it. The reactants are: [C:1]1([C:7]([N:9]2[CH2:14][CH2:13][NH:12][CH2:11][CH2:10]2)=[O:8])[CH:6]=[CH:5][CH:4]=[CH:3][CH:2]=1.[C:15]([C:19]1[CH:24]=[CH:23][C:22]([N:25]=[C:26]=[S:27])=[CH:21][CH:20]=1)([CH3:18])([CH3:17])[CH3:16]. (2) Given the product [C:23]([O:22][C@@H:17]([C:16]1[C:15]([CH3:27])=[CH:14][N:13]2[N:28]=[C:29]3[CH:30]=[C:12]2[C:11]=1[N:8]1[CH2:9][CH2:10][C:5]([CH3:50])([O:4][CH2:1][CH2:2][CH2:3][CH2:46][C@H:44]([CH3:45])[O:43][C:42]2[CH:41]=[CH:40][CH:39]=[C:38]([F:49])[C:37]=2[C:33]2[CH:32]=[C:31]3[CH:36]=[CH:35][CH:34]=2)[CH2:6][CH2:7]1)[C:18]([OH:20])=[O:19])([CH3:25])([CH3:26])[CH3:24], predict the reactants needed to synthesize it. The reactants are: [CH2:1]([O:4][C:5]1([CH3:50])[CH2:10][CH2:9][N:8]([C:11]2[C:12]3[N:13]([N:28]=[C:29]([C:31]4[CH:32]=[C:33]([C:37]5[C:42]([O:43][C@H:44]([CH2:46]C=C)[CH3:45])=[CH:41][CH:40]=[CH:39][C:38]=5[F:49])[CH:34]=[CH:35][CH:36]=4)[CH:30]=3)[CH:14]=[C:15]([CH3:27])[C:16]=2[C@H:17]([O:22][C:23]([CH3:26])([CH3:25])[CH3:24])[C:18]([O:20]C)=[O:19])[CH2:7][CH2:6]1)[CH:2]=[CH2:3].C1COCC1.[OH-].[Na+].